From a dataset of Experimentally validated miRNA-target interactions with 360,000+ pairs, plus equal number of negative samples. Binary Classification. Given a miRNA mature sequence and a target amino acid sequence, predict their likelihood of interaction. (1) The miRNA is hsa-miR-1227-3p with sequence CGUGCCACCCUUUUCCCCAG. The protein sequence of the target gene is MPGVKLTTQAYCKMVLHGAKYPHCAVNGLLVAERQRPRKEHPPGAGSHTLFVDCIPLFHGTLALTPMLEVALTLIDSWCKDNSYVIAGYYQANERVKDASPNQVAEKVASRIAEGFGDAALIMVDNAKFTMDCAAPTIHVYEQHENRWRCRDPHHDYCEDWPEAQRISASLLDSRSYETLVDFDNHLDDIRSDWTNPEINKAVLHLC. Result: 0 (no interaction). (2) The miRNA is hsa-miR-4801 with sequence UACACAAGAAAACCAAGGCUCA. The protein sequence of the target gene is MPAHLLQEEISSSYTTTTTITAPPSRVLQNGGGKLEKTPLYLEEDIRPEMRDDIYDPTYQDKEGPKPKLEYVWRNIILMSLLHLGALYGITLIPTCKIYTYIWVLFYYLMGALGITAGAHRLWSHRTYKARLPLRVFLIIGNTMAFQNDVFEWSRDHRAHHKFSETDADPHNSRRGFFFSHVGWLLVRKHPAVKEKGSTLNLSDLRAEKLVMFQRRYYKPGVLLLCFILPTLVPWYLWDETFQNSLFFATLFRYALGLNVTWLVNSAAHMYGYRPYDKTINPRENILVSLGAAGEGFHNY.... Result: 0 (no interaction). (3) The miRNA is hsa-miR-451b with sequence UAGCAAGAGAACCAUUACCAUU. The protein sequence of the target gene is MMDIYVCLKRPSWMVDNKRMRTASNFQWLLSTFILLYLMNQVNSQKKGAPHDLKCVTNNLQVWNCSWKAPSGTGRGTDYEVCIENRSRSCYQLEKTSIKIPALSHGDYEITINSLHDFGSSTSKFTLNEQNVSLIPDTPEILNLSADFSTSTLYLKWNDRGSVFPHRSNVIWEIKVLRKESMELVKLVTHNTTLNGKDTLHHWSWASDMPLECAIHFVEIRCYIDNLHFSGLEEWSDWSPVKNISWIPDSQTKVFPQDKVILVGSDITFCCVSQEKVLSALIGHTNCPLIHLDGENVAIK.... Result: 1 (interaction). (4) The miRNA is hsa-miR-5190 with sequence CCAGUGACUGAGCUGGAGCCA. The protein sequence of the target gene is MASVALEDVAVNFTREEWALLGPCQKNLYKDVMQETIRNLDCVVMKWKDQNIEDQYRYPRKNLRCRMLERFVESKDGTQCGETSSQIQDSIVTKNTLPGVGPCESSMRGEKVMGHSSLNCYIRVGAGHKPHEYHECGEKPDTHKQRGKAFSYHNSFQTHERLHTGKKPYDCKECGKSFSSLGNLQRHMAVQRGDGPYKCKLCGKAFFWPSLLHMHERTHTGEKPYECKQCSKAFSFYSSYLRHERTHTGEKPYECKQCSKAFPFYSSYLRHERTHTGEKPYKCKQCSKAFPDSSSCLIHE.... Result: 0 (no interaction).